This data is from Forward reaction prediction with 1.9M reactions from USPTO patents (1976-2016). The task is: Predict the product of the given reaction. (1) Given the reactants [CH3:1][NH:2][C:3]([C:5]1[C:13]2[CH:12]=[C:11]3[C:14](=[CH2:36])[CH2:15][N:16](S(C4C=CC=CC=4[N+]([O-])=O)(=O)=O)[CH2:17][CH2:18][N:19]([S:20]([CH3:23])(=[O:22])=[O:21])[C:10]3=[N:9][C:8]=2[O:7][C:6]=1[C:37]1[CH:42]=[CH:41][C:40]([F:43])=[CH:39][CH:38]=1)=[O:4].C([O-])([O-])=O.[Cs+].[Cs+].C1(S)C=CC=CC=1.C1C=CC(P(C2C=CC=CC=2)C2C=CC=CC=2)=CC=1, predict the reaction product. The product is: [CH3:1][NH:2][C:3]([C:5]1[C:13]2[CH:12]=[C:11]3[C:14](=[CH2:36])[CH2:15][NH:16][CH2:17][CH2:18][N:19]([S:20]([CH3:23])(=[O:22])=[O:21])[C:10]3=[N:9][C:8]=2[O:7][C:6]=1[C:37]1[CH:38]=[CH:39][C:40]([F:43])=[CH:41][CH:42]=1)=[O:4]. (2) Given the reactants [Cl:1][C:2]1[CH:3]=[C:4]([CH:17]=[CH:18][C:19]=1[O:20][CH3:21])[CH2:5][NH:6][C:7]1[C:12]([CH:13]=[O:14])=[CH:11][N:10]=[C:9]([S:15][CH3:16])[N:8]=1.[Li].[CH3:23][N:24]1[CH:28]=[CH:27][N:26]=[CH:25]1, predict the reaction product. The product is: [Cl:1][C:2]1[CH:3]=[C:4]([CH:17]=[CH:18][C:19]=1[O:20][CH3:21])[CH2:5][NH:6][C:7]1[C:12]([CH:13]([OH:14])[C:25]2[N:24]([CH3:23])[CH:28]=[CH:27][N:26]=2)=[CH:11][N:10]=[C:9]([S:15][CH3:16])[N:8]=1. (3) Given the reactants [CH3:1][NH:2][CH2:3][C:4]([NH:6][CH2:7][CH2:8][NH:9][C:10](=[O:32])[CH2:11][CH2:12]/[CH:13]=[CH:14]\[CH2:15]/[CH:16]=[CH:17]\[CH2:18]/[CH:19]=[CH:20]\[CH2:21]/[CH:22]=[CH:23]\[CH2:24]/[CH:25]=[CH:26]\[CH2:27]/[CH:28]=[CH:29]\[CH2:30][CH3:31])=[O:5].C(OC([NH:40][C:41](=NC(=O)OC(C)(C)C)[N:42]1C=CC=N1)=O)(C)(C)C.CCN(C(C)C)C(C)C, predict the reaction product. The product is: [CH3:1][N:2]([CH2:3][C:4]([NH:6][CH2:7][CH2:8][NH:9][C:10](=[O:32])[CH2:11][CH2:12]/[CH:13]=[CH:14]\[CH2:15]/[CH:16]=[CH:17]\[CH2:18]/[CH:19]=[CH:20]\[CH2:21]/[CH:22]=[CH:23]\[CH2:24]/[CH:25]=[CH:26]\[CH2:27]/[CH:28]=[CH:29]\[CH2:30][CH3:31])=[O:5])[C:41]([NH2:42])=[NH:40]. (4) Given the reactants [Cl:1][C:2]1[CH:3]=[C:4]2[C:10]([C:11]3[N:16]=[C:15]([NH:17][C@H:18]4[CH2:23][CH2:22][CH2:21][NH:20][CH2:19]4)[C:14]([F:24])=[CH:13][N:12]=3)=[CH:9][N:8]([S:25]([C:28]3[CH:33]=[CH:32][C:31]([CH3:34])=[CH:30][CH:29]=3)(=[O:27])=[O:26])[C:5]2=[N:6][CH:7]=1.[CH3:35][O:36][CH2:37][CH:38]1[CH2:40][O:39]1, predict the reaction product. The product is: [Cl:1][C:2]1[CH:3]=[C:4]2[C:10]([C:11]3[N:16]=[C:15]([NH:17][C@H:18]4[CH2:23][CH2:22][CH2:21][N:20]([CH2:40][CH:38]([OH:39])[CH2:37][O:36][CH3:35])[CH2:19]4)[C:14]([F:24])=[CH:13][N:12]=3)=[CH:9][N:8]([S:25]([C:28]3[CH:33]=[CH:32][C:31]([CH3:34])=[CH:30][CH:29]=3)(=[O:27])=[O:26])[C:5]2=[N:6][CH:7]=1. (5) The product is: [F:1][C:2]1[CH:3]=[C:4]([NH:8][C:9]2[N:14]=[C:13]([NH:15][CH2:16][CH2:17][CH3:18])[C:12]([C:19]3[O:23][N:22]=[C:21]([CH2:24][CH2:25][N:31]4[C:27](=[O:37])[C:28]5[C:29](=[CH:33][CH:34]=[CH:35][CH:36]=5)[C:30]4=[O:32])[CH:20]=3)=[CH:11][N:10]=2)[CH:5]=[CH:6][CH:7]=1. Given the reactants [F:1][C:2]1[CH:3]=[C:4]([NH:8][C:9]2[N:14]=[C:13]([NH:15][CH2:16][CH2:17][CH3:18])[C:12]([C:19]3[O:23][N:22]=[C:21]([CH2:24][CH2:25]O)[CH:20]=3)=[CH:11][N:10]=2)[CH:5]=[CH:6][CH:7]=1.[C:27]1(=[O:37])[NH:31][C:30](=[O:32])[C:29]2=[CH:33][CH:34]=[CH:35][CH:36]=[C:28]12.C1(P(C2C=CC=CC=2)C2C=CC=CC=2)C=CC=CC=1.N(C(OC(C)C)=O)=NC(OC(C)C)=O, predict the reaction product. (6) The product is: [C:7]([N:14]1[CH2:18][CH2:17][C@H:16]([S:19][C:20]([C:27]2[CH:32]=[CH:31][CH:30]=[CH:29][CH:28]=2)([C:33]2[CH:34]=[CH:35][CH:36]=[CH:37][CH:38]=2)[C:21]2[CH:26]=[CH:25][CH:24]=[CH:23][CH:22]=2)[C@@H:15]1[CH:39]=[O:40])([O:9][C:10]([CH3:13])([CH3:12])[CH3:11])=[O:8]. Given the reactants [H-].[Al+3].[Li+].[H-].[H-].[H-].[C:7]([N:14]1[CH2:18][CH2:17][C@H:16]([S:19][C:20]([C:33]2[CH:38]=[CH:37][CH:36]=[CH:35][CH:34]=2)([C:27]2[CH:32]=[CH:31][CH:30]=[CH:29][CH:28]=2)[C:21]2[CH:26]=[CH:25][CH:24]=[CH:23][CH:22]=2)[C@@H:15]1[C:39](N(OC)C)=[O:40])([O:9][C:10]([CH3:13])([CH3:12])[CH3:11])=[O:8].S(=O)(=O)(O)[O-].[K+], predict the reaction product. (7) Given the reactants [CH3:1][C:2]([C:5]1[C:10]([C:11]2[CH:16]=[C:15]([O:17][CH3:18])[CH:14]=[CH:13][C:12]=2[F:19])=[CH:9][C:8]([CH2:20][O:21][C:22]2[CH:27]=[CH:26][C:25]([C@H:28]([C:34]#[C:35][CH2:36][CH3:37])[CH2:29][C:30]([O:32]C)=[O:31])=[CH:24][CH:23]=2)=[CH:7][CH:6]=1)([CH3:4])[CH3:3].C1COCC1.CCO.[OH-].[Na+], predict the reaction product. The product is: [CH3:4][C:2]([C:5]1[C:10]([C:11]2[CH:16]=[C:15]([O:17][CH3:18])[CH:14]=[CH:13][C:12]=2[F:19])=[CH:9][C:8]([CH2:20][O:21][C:22]2[CH:23]=[CH:24][C:25]([C@H:28]([C:34]#[C:35][CH2:36][CH3:37])[CH2:29][C:30]([OH:32])=[O:31])=[CH:26][CH:27]=2)=[CH:7][CH:6]=1)([CH3:1])[CH3:3]. (8) Given the reactants O[CH2:2][C:3]1[CH:7]=[CH:6][S:5][C:4]=1[CH2:8][CH2:9][OH:10].[C:11]1([CH3:21])[CH:16]=[CH:15][C:14]([S:17](Cl)(=[O:19])=[O:18])=[CH:13][CH:12]=1.C(N(CC)CC)C.[Cl:29]CCl, predict the reaction product. The product is: [Cl:29][CH2:2][C:3]1[CH:7]=[CH:6][S:5][C:4]=1[CH2:8][CH2:9][O:10][S:17]([C:14]1[CH:15]=[CH:16][C:11]([CH3:21])=[CH:12][CH:13]=1)(=[O:19])=[O:18]. (9) Given the reactants C([O:8][N:9]1[C:15](=[O:16])[N:14]2[CH2:17][C@H:10]1[CH2:11][CH2:12][C@H:13]2[C:18]([NH:20][O:21][CH2:22][CH2:23][NH:24][C:25](=[O:31])[O:26][C:27]([CH3:30])([CH3:29])[CH3:28])=[O:19])C1C=CC=CC=1.O, predict the reaction product. The product is: [OH:8][N:9]1[C:15](=[O:16])[N:14]2[CH2:17][C@H:10]1[CH2:11][CH2:12][C@H:13]2[C:18]([NH:20][O:21][CH2:22][CH2:23][NH:24][C:25](=[O:31])[O:26][C:27]([CH3:29])([CH3:28])[CH3:30])=[O:19]. (10) Given the reactants I[C:2]1([O:9][CH3:10])[CH:7]=[C:6]([OH:8])[CH:5]=[CH:4][CH2:3]1.[O:11]1[CH:15]=[CH:14][CH:13]=[C:12]1[C:16]#[C:17][C:18]([C:20]1[CH:25]=[C:24]([O:26][CH3:27])[C:23]([O:28][CH3:29])=[C:22]([O:30][CH3:31])[CH:21]=1)=[O:19].[Li+].[Cl-].C([O-])([O-])=O.[Na+].[Na+], predict the reaction product. The product is: [O:11]1[CH:15]=[CH:14][CH:13]=[C:12]1[C:16]1[O:8][C:6]2[CH:7]=[C:2]([O:9][CH3:10])[CH:3]=[CH:4][C:5]=2[C:17]=1[C:18](=[O:19])[C:20]1[CH:25]=[C:24]([O:26][CH3:27])[C:23]([O:28][CH3:29])=[C:22]([O:30][CH3:31])[CH:21]=1.